From a dataset of Peptide-MHC class I binding affinity with 185,985 pairs from IEDB/IMGT. Regression. Given a peptide amino acid sequence and an MHC pseudo amino acid sequence, predict their binding affinity value. This is MHC class I binding data. The peptide sequence is VRPKVPLRAM. The MHC is Mamu-A01 with pseudo-sequence Mamu-A01. The binding affinity (normalized) is 0.